Dataset: Reaction yield outcomes from USPTO patents with 853,638 reactions. Task: Predict the reaction yield, written as a fraction of the theoretical maximum amount of product (1.0 means a 100% yield; for example, 0.34 means a 34% yield). (1) The reactants are [CH3:1][C:2]1([CH3:32])[CH2:5][CH:4]([CH:6]([NH:20][C:21]2[CH:22]=[N:23][C:24]3[C:29]([CH:30]=2)=[CH:28][CH:27]=[C:26]([F:31])[CH:25]=3)[C:7]2[CH:19]=[CH:18][C:10]([C:11]([O:13]C(C)(C)C)=[O:12])=[CH:9][CH:8]=2)[CH2:3]1.FC(F)(F)C(O)=O. The catalyst is C(Cl)Cl. The product is [CH3:1][C:2]1([CH3:32])[CH2:3][CH:4]([CH:6]([NH:20][C:21]2[CH:22]=[N:23][C:24]3[C:29]([CH:30]=2)=[CH:28][CH:27]=[C:26]([F:31])[CH:25]=3)[C:7]2[CH:19]=[CH:18][C:10]([C:11]([OH:13])=[O:12])=[CH:9][CH:8]=2)[CH2:5]1. The yield is 0.990. (2) The reactants are [NH2:1][C:2]1[C:7]([C:8]([OH:10])=[O:9])=[C:6]([CH2:11][C:12]2[CH:17]=[CH:16][C:15]([F:18])=[CH:14][CH:13]=2)[C:5]([O:19][CH3:20])=[CH:4][CH:3]=1.Cl[C:22](Cl)([O:24]C(=O)OC(Cl)(Cl)Cl)Cl. The product is [F:18][C:15]1[CH:16]=[CH:17][C:12]([CH2:11][C:6]2[C:7]3[C:8](=[O:10])[O:9][C:22](=[O:24])[NH:1][C:2]=3[CH:3]=[CH:4][C:5]=2[O:19][CH3:20])=[CH:13][CH:14]=1. The catalyst is C1COCC1. The yield is 1.00. (3) The catalyst is CO. The product is [ClH:25].[CH3:22][C@H:20]1[O:19][C@@H:18]([CH3:23])[CH2:17][N:16]([C:12]2[CH:11]=[C:10]([C@@H:8]([NH2:7])[CH3:9])[CH:15]=[CH:14][CH:13]=2)[CH2:21]1. The yield is 1.00. The reactants are C(OC(=O)[NH:7][CH:8]([C:10]1[CH:15]=[CH:14][CH:13]=[C:12]([N:16]2[CH2:21][C@H:20]([CH3:22])[O:19][C@H:18]([CH3:23])[CH2:17]2)[CH:11]=1)[CH3:9])(C)(C)C.[ClH:25]. (4) The reactants are [CH2:1]([O:3][C:4](=[O:27])[CH2:5][N:6]1[C:14]2[CH2:13][CH2:12][CH2:11][C@@H:10]([NH:15][S:16]([C:19]3[CH:20]=[N:21][C:22]([Cl:26])=[C:23]([Br:25])[CH:24]=3)(=[O:18])=[O:17])[C:9]=2[CH:8]=[N:7]1)[CH3:2].CI.[C:30](=O)([O-])[O-].[K+].[K+]. The catalyst is C(#N)C. The product is [CH2:1]([O:3][C:4](=[O:27])[CH2:5][N:6]1[C:14]2[CH2:13][CH2:12][CH2:11][C@@H:10]([N:15]([S:16]([C:19]3[CH:20]=[N:21][C:22]([Cl:26])=[C:23]([Br:25])[CH:24]=3)(=[O:18])=[O:17])[CH3:30])[C:9]=2[CH:8]=[N:7]1)[CH3:2]. The yield is 0.890. (5) The reactants are C(Cl)(=O)C(Cl)=O.CS(C)=O.[OH:11][CH:12]1[CH2:17][CH2:16][N:15]([C:18]2([CH3:29])[CH2:23][CH2:22][N:21]([C:24]([O:26][CH2:27][CH3:28])=[O:25])[CH2:20][CH2:19]2)[CH2:14][CH2:13]1.C(N(CC)CC)C. The catalyst is ClCCl. The product is [CH3:29][C:18]1([N:15]2[CH2:16][CH2:17][C:12](=[O:11])[CH2:13][CH2:14]2)[CH2:19][CH2:20][N:21]([C:24]([O:26][CH2:27][CH3:28])=[O:25])[CH2:22][CH2:23]1. The yield is 0.930. (6) The reactants are [NH2:1][C:2]1[CH:3]=[C:4]([C:8]2[C:17]3[C:12](=[CH:13][C:14]([CH3:20])=[C:15](Br)[C:16]=3[CH3:18])[O:11][C:10](=[O:21])[CH:9]=2)[CH:5]=[CH:6][CH:7]=1.Br[CH2:23][C:24]1[CH:29]=[CH:28][C:27](B(O)O)=[CH:26][CH:25]=1.[NH:33]1[CH2:38][CH2:37][O:36][CH2:35][CH2:34]1.C([O-])([O-])=O.[K+].[K+]. The catalyst is [CH-]1C=C(P(C2C=CC=CC=2)C2C=CC=CC=2)C=C1.[CH-]1C=C(P(C2C=CC=CC=2)C2C=CC=CC=2)C=C1.Cl[Pd]Cl.[Fe+2].O.CCOC(C)=O.O1CCOCC1. The product is [NH2:1][C:2]1[CH:3]=[C:4]([C:8]2[C:17]3[C:12](=[CH:13][C:14]([CH3:20])=[C:15]([C:27]4[CH:28]=[CH:29][C:24]([CH2:23][N:33]5[CH2:38][CH2:37][O:36][CH2:35][CH2:34]5)=[CH:25][CH:26]=4)[C:16]=3[CH3:18])[O:11][C:10](=[O:21])[CH:9]=2)[CH:5]=[CH:6][CH:7]=1. The yield is 0.750. (7) The reactants are [N:1]([CH2:4][C:5]1[O:6][CH:7]=[C:8]([O:12][CH2:13][C:14]2[CH:19]=[CH:18][CH:17]=[CH:16][CH:15]=2)[C:9](=[O:11])[CH:10]=1)=[N+]=[N-].C1(P(C2C=CC=CC=2)C2C=CC=CC=2)C=CC=CC=1.O. The catalyst is O1CCCC1. The product is [NH2:1][CH2:4][C:5]1[O:6][CH:7]=[C:8]([O:12][CH2:13][C:14]2[CH:19]=[CH:18][CH:17]=[CH:16][CH:15]=2)[C:9](=[O:11])[CH:10]=1. The yield is 0.482. (8) The reactants are [CH3:1][C:2]1[CH:3]=[C:4]2[C:9](=[CH:10][CH:11]=1)[N:8]=[CH:7][CH:6]=[N:5]2.[Se](=O)=[O:13]. The catalyst is C(OCC)(=O)C. The product is [N:8]1[C:9]2[C:4](=[CH:3][C:2]([CH:1]=[O:13])=[CH:11][CH:10]=2)[N:5]=[CH:6][CH:7]=1. The yield is 0.640. (9) The reactants are C([Li])CCC.[Cl:6][C:7]1[C:8]2[N:9]([C:13]([CH3:16])=[N:14][CH:15]=2)[CH:10]=[CH:11][N:12]=1.[C:17](=[O:19])=[O:18].CO. The catalyst is C1COCC1. The product is [Cl:6][C:7]1[C:8]2[N:9]([C:13]([CH3:16])=[N:14][CH:15]=2)[C:10]([C:17]([OH:19])=[O:18])=[CH:11][N:12]=1. The yield is 0.808. (10) The reactants are O=P(Cl)(Cl)Cl.[CH:6]1([C:12]2[S:13][CH:14]=[C:15]([C:17]([OH:19])=O)[N:16]=2)[CH2:11][CH2:10][CH2:9][CH2:8][CH2:7]1.[C:20]([C:23]1[CH:29]=[CH:28][C:27]([O:30][CH3:31])=[C:26]([CH3:32])[C:24]=1[NH2:25])(=[O:22])[CH3:21]. The catalyst is N1C=CC=CC=1. The product is [C:20]([C:23]1[C:24]([NH:25][C:17]([C:15]2[N:16]=[C:12]([CH:6]3[CH2:7][CH2:8][CH2:9][CH2:10][CH2:11]3)[S:13][CH:14]=2)=[O:19])=[C:26]([CH3:32])[C:27]([O:30][CH3:31])=[CH:28][CH:29]=1)(=[O:22])[CH3:21]. The yield is 0.950.